Predict the reactants needed to synthesize the given product. From a dataset of Full USPTO retrosynthesis dataset with 1.9M reactions from patents (1976-2016). (1) Given the product [CH3:1][C:2]([CH3:4])([CH3:3])[C:5]#[C:6][CH:7]([OH:40])[CH:8]=[CH2:9], predict the reactants needed to synthesize it. The reactants are: [CH3:1][C:2]([C:5]#[C:6]/[CH:7]=[CH:8]/[CH2:9]N(CC1C=CC=C2C=CC=CC=12)C)([CH3:4])[CH3:3].CNCC1C2C(=CC=CC=2)C=CC=1.C(C1[O:40]C1)Cl.[Li]. (2) Given the product [CH3:20][O:19][C:16]1[CH:17]=[CH:18][C:13]([CH2:12][N:8]2[C:5]3=[N:6][CH:7]=[C:2]([C:29]4[CH:30]=[C:31]([CH2:35][C:36]#[N:37])[CH:32]=[CH:33][CH:34]=4)[CH:3]=[C:4]3[C:10]([CH3:11])=[N:9]2)=[CH:14][CH:15]=1, predict the reactants needed to synthesize it. The reactants are: Br[C:2]1[CH:3]=[C:4]2[C:10]([CH3:11])=[N:9][N:8]([CH2:12][C:13]3[CH:18]=[CH:17][C:16]([O:19][CH3:20])=[CH:15][CH:14]=3)[C:5]2=[N:6][CH:7]=1.CC1(C)C(C)(C)OB([C:29]2[CH:30]=[C:31]([CH2:35][C:36]#[N:37])[CH:32]=[CH:33][CH:34]=2)O1.C([O-])([O-])=O.[Cs+].[Cs+]. (3) Given the product [NH2:29][C:32]1[CH:33]=[C:34]([O:38][CH2:23][CH2:24][CH2:25][CH2:9][CH2:10][NH:11][C:12](=[O:18])[O:13][C:14]([CH3:15])([CH3:16])[CH3:17])[CH:35]=[N:36][CH:37]=1, predict the reactants needed to synthesize it. The reactants are: NC1C=C(C=CC=1)OCCO[CH2:9][CH2:10][NH:11][C:12](=[O:18])[O:13][C:14]([CH3:17])([CH3:16])[CH3:15].N[CH2:23][CH2:24][CH2:25]CCO.[N+:29]([C:32]1[CH:33]=[C:34]([OH:38])[CH:35]=[N:36][CH:37]=1)([O-])=O. (4) Given the product [Cl:18][C:14]1[CH:13]=[C:12]([C:4]2[N:3]=[C:2]([N:20]3[CH2:23][CH:22]([C:24]([OH:26])=[O:25])[CH2:21]3)[C:11]3[C:6]([CH:5]=2)=[CH:7][N:8]=[CH:9][CH:10]=3)[CH:17]=[CH:16][N:15]=1, predict the reactants needed to synthesize it. The reactants are: Cl[C:2]1[C:11]2[C:6](=[CH:7][N:8]=[CH:9][CH:10]=2)[CH:5]=[C:4]([C:12]2[CH:17]=[CH:16][N:15]=[C:14]([Cl:18])[CH:13]=2)[N:3]=1.Cl.[NH:20]1[CH2:23][CH:22]([C:24]([OH:26])=[O:25])[CH2:21]1.CCN(CC)CC.CS(C)=O. (5) Given the product [CH3:31][N:32]1[CH2:45][CH2:44][C:35]2[N:36](/[CH:2]=[C:3](/[C:5]3[CH:6]=[C:7]([F:14])[C:8]([OH:12])=[C:9]([F:11])[CH:10]=3)\[CH3:4])[C:37]3[CH:38]=[CH:39][C:40]([CH3:43])=[CH:41][C:42]=3[C:34]=2[CH2:33]1, predict the reactants needed to synthesize it. The reactants are: Br[CH:2]=[C:3]([C:5]1[CH:6]=[C:7]([F:14])[C:8]([O:12]C)=[C:9]([F:11])[CH:10]=1)[CH3:4].P([O-])([O-])([O-])=O.[K+].[K+].[K+].N1CCC[C@H]1C(O)=O.[CH3:31][N:32]1[CH2:45][CH2:44][C:35]2[NH:36][C:37]3[CH:38]=[CH:39][C:40]([CH3:43])=[CH:41][C:42]=3[C:34]=2[CH2:33]1.